From a dataset of NCI-60 drug combinations with 297,098 pairs across 59 cell lines. Regression. Given two drug SMILES strings and cell line genomic features, predict the synergy score measuring deviation from expected non-interaction effect. (1) Drug 1: C1=CC(=CC=C1C#N)C(C2=CC=C(C=C2)C#N)N3C=NC=N3. Drug 2: C1CC(C1)(C(=O)O)C(=O)O.[NH2-].[NH2-].[Pt+2]. Cell line: SNB-19. Synergy scores: CSS=12.0, Synergy_ZIP=-4.55, Synergy_Bliss=-3.49, Synergy_Loewe=-2.84, Synergy_HSA=-3.51. (2) Drug 1: C1=CN(C(=O)N=C1N)C2C(C(C(O2)CO)O)O.Cl. Drug 2: CCC1(CC2CC(C3=C(CCN(C2)C1)C4=CC=CC=C4N3)(C5=C(C=C6C(=C5)C78CCN9C7C(C=CC9)(C(C(C8N6C=O)(C(=O)OC)O)OC(=O)C)CC)OC)C(=O)OC)O.OS(=O)(=O)O. Cell line: NCI-H226. Synergy scores: CSS=20.4, Synergy_ZIP=-1.78, Synergy_Bliss=5.41, Synergy_Loewe=5.87, Synergy_HSA=5.98. (3) Drug 1: CC1=C2C(C(=O)C3(C(CC4C(C3C(C(C2(C)C)(CC1OC(=O)C(C(C5=CC=CC=C5)NC(=O)C6=CC=CC=C6)O)O)OC(=O)C7=CC=CC=C7)(CO4)OC(=O)C)O)C)OC(=O)C. Drug 2: CC1=C2C(C(=O)C3(C(CC4C(C3C(C(C2(C)C)(CC1OC(=O)C(C(C5=CC=CC=C5)NC(=O)OC(C)(C)C)O)O)OC(=O)C6=CC=CC=C6)(CO4)OC(=O)C)O)C)O. Cell line: EKVX. Synergy scores: CSS=0.745, Synergy_ZIP=-1.61, Synergy_Bliss=2.58, Synergy_Loewe=-2.13, Synergy_HSA=-0.154.